Dataset: Full USPTO retrosynthesis dataset with 1.9M reactions from patents (1976-2016). Task: Predict the reactants needed to synthesize the given product. (1) Given the product [CH:1]([C:3]1[N:8]=[C:7]2[CH:9]=[N:10][N:11]([CH2:12][O:13][CH2:14][CH2:15][Si:16]([CH3:19])([CH3:18])[CH3:17])[C:6]2=[CH:5][C:4]=1[NH:20][C:21](=[O:27])[O:22][C:23]([CH3:24])([CH3:26])[CH3:25])=[O:29], predict the reactants needed to synthesize it. The reactants are: [CH:1]([C:3]1[N:8]=[C:7]2[CH:9]=[N:10][N:11]([CH2:12][O:13][CH2:14][CH2:15][Si:16]([CH3:19])([CH3:18])[CH3:17])[C:6]2=[CH:5][C:4]=1[NH:20][C:21](=[O:27])[O:22][C:23]([CH3:26])([CH3:25])[CH3:24])=C.I([O-])(=O)(=O)=[O:29].[Na+]. (2) The reactants are: [C:1]([C:5]1[CH:10]=[CH:9][C:8]([OH:11])=[C:7](I)[CH:6]=1)([CH3:4])([CH3:3])[CH3:2].[CH3:13][O:14][C:15]1[CH:20]=[CH:19][C:18]([C:21]#[CH:22])=[CH:17][CH:16]=1.O. Given the product [C:1]([C:5]1[CH:10]=[CH:9][C:8]2[O:11][C:21]([C:18]3[CH:19]=[CH:20][C:15]([O:14][CH3:13])=[CH:16][CH:17]=3)=[CH:22][C:7]=2[CH:6]=1)([CH3:4])([CH3:3])[CH3:2], predict the reactants needed to synthesize it. (3) Given the product [C:1]([O:5][C:6]([N:8]1[CH2:12][CH:11]([CH3:13])[CH2:10][CH:9]1[C:14]1[NH:15][CH:16]=[C:17]([C:19]2[CH:24]=[CH:23][C:22]([C:25]3[CH:30]=[CH:29][C:28]([C:41]4[CH:67]=[CH:66][C:44]5[NH:45][C:46]([C@@H:48]6[CH2:52][C@H:51]([CH3:53])[CH2:50][N:49]6[C:54](=[O:55])[C@@H:56]([N:60]([C:61]([O:62][CH3:63])=[O:64])[CH3:65])[CH:57]([CH3:59])[CH3:58])=[N:47][C:43]=5[CH:42]=4)=[CH:27][CH:26]=3)=[CH:21][CH:20]=2)[N:18]=1)=[O:7])([CH3:2])([CH3:3])[CH3:4], predict the reactants needed to synthesize it. The reactants are: [C:1]([O:5][C:6]([N:8]1[CH2:12][C@@H:11]([CH3:13])[CH2:10][C@H:9]1[C:14]1[NH:15][CH:16]=[C:17]([C:19]2[CH:24]=[CH:23][C:22]([C:25]3[CH:30]=[CH:29][C:28](B4OC(C)(C)C(C)(C)O4)=[CH:27][CH:26]=3)=[CH:21][CH:20]=2)[N:18]=1)=[O:7])([CH3:4])([CH3:3])[CH3:2].I[C:41]1[CH:67]=[CH:66][C:44]2[NH:45][C:46]([C@@H:48]3[CH2:52][C@H:51]([CH3:53])[CH2:50][N:49]3[C:54]([CH:56]([N:60]([CH3:65])[C:61](=[O:64])[O:62][CH3:63])[CH:57]([CH3:59])[CH3:58])=[O:55])=[N:47][C:43]=2[CH:42]=1.C(Cl)Cl.C([O-])(O)=O.[Na+]. (4) The reactants are: [SH:1][C:2]1[CH:10]=[CH:9][C:5]([C:6]([OH:8])=[O:7])=[CH:4][CH:3]=1.[Cl:11][C:12]1[CH:17]=[C:16](I)[CH:15]=[CH:14][C:13]=1[NH:19][C:20](=[O:28])[C@:21]([OH:27])([CH3:26])[C:22]([F:25])([F:24])[F:23]. Given the product [Cl:11][C:12]1[CH:17]=[C:16]([S:1][C:2]2[CH:10]=[CH:9][C:5]([C:6]([OH:8])=[O:7])=[CH:4][CH:3]=2)[CH:15]=[CH:14][C:13]=1[NH:19][C:20](=[O:28])[C@:21]([OH:27])([CH3:26])[C:22]([F:23])([F:25])[F:24], predict the reactants needed to synthesize it. (5) Given the product [CH:26]1([NH:30][C:17](=[O:18])[CH2:16][S:15][C:4]2[N:3]([C:20]3[CH:25]=[CH:24][CH:23]=[CH:22][CH:21]=3)[C:2](=[O:1])[C:7]3[NH:8][C:9]4[CH:10]=[CH:11][CH:12]=[CH:13][C:14]=4[C:6]=3[N:5]=2)[CH2:29][CH2:28][CH2:27]1, predict the reactants needed to synthesize it. The reactants are: [O:1]=[C:2]1[C:7]2[NH:8][C:9]3[CH:10]=[CH:11][CH:12]=[CH:13][C:14]=3[C:6]=2[N:5]=[C:4]([S:15][CH2:16][C:17](O)=[O:18])[N:3]1[C:20]1[CH:25]=[CH:24][CH:23]=[CH:22][CH:21]=1.[CH:26]1([NH2:30])[CH2:29][CH2:28][CH2:27]1.C(N(CC)CC)C.CN(C(ON1N=NC2C=CC=NC1=2)=[N+](C)C)C.F[P-](F)(F)(F)(F)F. (6) Given the product [F:20][C:21]1[CH:26]=[C:25]([F:27])[CH:24]=[CH:23][C:22]=1[C:2]1[CH:3]=[N:4][C:5]2[N:6]([CH:8]=[C:9]([CH2:11][O:12][C:13]3[CH:18]=[C:17]([F:19])[CH:16]=[CH:15][N:14]=3)[N:10]=2)[CH:7]=1, predict the reactants needed to synthesize it. The reactants are: Br[C:2]1[CH:3]=[N:4][C:5]2[N:6]([CH:8]=[C:9]([CH2:11][O:12][C:13]3[CH:18]=[C:17]([F:19])[CH:16]=[CH:15][N:14]=3)[N:10]=2)[CH:7]=1.[F:20][C:21]1[CH:26]=[C:25]([F:27])[CH:24]=[CH:23][C:22]=1B(O)O. (7) Given the product [Br:3][C:4]1[CH:5]=[CH:6][C:7]([O:16][CH2:15][C:14]([CH3:19])([CH3:13])[CH2:17][CH3:18])=[C:8]([CH:11]=1)[C:9]#[N:10], predict the reactants needed to synthesize it. The reactants are: [H-].[Na+].[Br:3][C:4]1[CH:5]=[CH:6][C:7](F)=[C:8]([CH:11]=1)[C:9]#[N:10].[CH3:13][C:14]([CH3:19])([CH2:17][CH3:18])[CH2:15][OH:16]. (8) Given the product [Cl:1][C:2]1[N:3]=[C:4]([NH:33][CH2:34][C:35]2[CH:40]=[CH:39][CH:38]=[CH:37][N:36]=2)[C:5]2[C:10]([C:11]=1[C:12]1[CH:13]=[C:14]([NH:18][C:19](=[O:26])[CH2:20][C:21]([NH2:41])=[O:23])[CH:15]=[CH:16][CH:17]=1)=[CH:9][CH:8]=[CH:7][C:6]=2[C:27]1[CH:28]=[CH:29][CH:30]=[CH:31][CH:32]=1, predict the reactants needed to synthesize it. The reactants are: [Cl:1][C:2]1[N:3]=[C:4]([NH:33][CH2:34][C:35]2[CH:40]=[CH:39][CH:38]=[CH:37][N:36]=2)[C:5]2[C:10]([C:11]=1[C:12]1[CH:13]=[C:14]([NH:18][C:19](=[O:26])[CH2:20][C:21]([O:23]CC)=O)[CH:15]=[CH:16][CH:17]=1)=[CH:9][CH:8]=[CH:7][C:6]=2[C:27]1[CH:32]=[CH:31][CH:30]=[CH:29][CH:28]=1.[NH3:41].